Dataset: Full USPTO retrosynthesis dataset with 1.9M reactions from patents (1976-2016). Task: Predict the reactants needed to synthesize the given product. (1) Given the product [C:18]1([S:15]([N:11]2[CH2:12][CH2:13][CH2:14][CH:9]([CH2:8][N:7]3[C:6](=[O:24])[CH2:28][CH2:27][C:26]3=[O:25])[CH2:10]2)(=[O:16])=[O:17])[CH:19]=[CH:20][CH:21]=[CH:22][CH:23]=1, predict the reactants needed to synthesize it. The reactants are: C(O[C:6](=[O:24])[NH:7][CH2:8][CH:9]1[CH2:14][CH2:13][CH2:12][N:11]([S:15]([C:18]2[CH:23]=[CH:22][CH:21]=[CH:20][CH:19]=2)(=[O:17])=[O:16])[CH2:10]1)(C)(C)C.[O:25]1C(=O)[CH2:28][CH2:27][C:26]1=O. (2) The reactants are: C([Li])CCC.[CH3:6][O:7][CH2:8][CH2:9][N:10]([CH2:14][CH2:15][O:16][CH3:17])[CH2:11][C:12]#[CH:13].[C:18](=[O:20])=[O:19].O. Given the product [CH3:6][O:7][CH2:8][CH2:9][N:10]([CH2:14][CH2:15][O:16][CH3:17])[CH2:11][C:12]#[C:13][C:18]([OH:20])=[O:19], predict the reactants needed to synthesize it. (3) Given the product [NH2:7][CH2:8][C:9]1[CH:36]=[CH:35][C:12]2[N:13]([CH2:30][CH2:31][CH2:32][CH2:33][OH:34])[C:14]([CH2:16][N:17]3[C:26]4[C:21](=[CH:22][CH:23]=[CH:24][CH:25]=4)[C:20]([O:27][CH3:28])=[CH:19][C:18]3=[O:29])=[N:15][C:11]=2[CH:10]=1, predict the reactants needed to synthesize it. The reactants are: C(OC(=O)[NH:7][CH2:8][C:9]1[CH:36]=[CH:35][C:12]2[N:13]([CH2:30][CH2:31][CH2:32][CH2:33][OH:34])[C:14]([CH2:16][N:17]3[C:26]4[C:21](=[CH:22][CH:23]=[CH:24][CH:25]=4)[C:20]([O:27][CH3:28])=[CH:19][C:18]3=[O:29])=[N:15][C:11]=2[CH:10]=1)(C)(C)C.C(O)(C(F)(F)F)=O.C(Cl)(=O)C. (4) The reactants are: C[O:2][C:3]([C@@H:5]1[CH2:10][CH2:9][CH2:8][CH2:7][N:6]1[C:11]([O:13][CH2:14][C:15]1[CH:20]=[CH:19][CH:18]=[CH:17][CH:16]=1)=[O:12])=[O:4].[OH-].[K+]. Given the product [CH2:14]([O:13][C:11]([N:6]1[CH2:7][CH2:8][CH2:9][CH2:10][C@H:5]1[C:3]([OH:4])=[O:2])=[O:12])[C:15]1[CH:16]=[CH:17][CH:18]=[CH:19][CH:20]=1, predict the reactants needed to synthesize it. (5) Given the product [Cl:2][C:3]1[CH:4]=[CH:5][C:6]2[N:7]([C:9]([CH2:19][N:21]3[CH2:24][CH2:23][C:22]3=[O:25])=[C:10]([C:12]3[CH:13]=[CH:14][C:15]([Cl:18])=[CH:16][CH:17]=3)[N:11]=2)[CH:8]=1, predict the reactants needed to synthesize it. The reactants are: Cl.[Cl:2][C:3]1[CH:4]=[CH:5][C:6]2[N:7]([C:9]([CH2:19]Cl)=[C:10]([C:12]3[CH:17]=[CH:16][C:15]([Cl:18])=[CH:14][CH:13]=3)[N:11]=2)[CH:8]=1.[NH:21]1[CH2:24][CH2:23][C:22]1=[O:25]. (6) Given the product [CH2:16]([O:8][C:4]1[CH:5]=[CH:6][CH:7]=[C:2]([Cl:1])[C:3]=1[C:9]#[N:10])[C@@H:14]1[O:15][CH2:13]1, predict the reactants needed to synthesize it. The reactants are: [Cl:1][C:2]1[C:3]([C:9]#[N:10])=[C:4]([OH:8])[CH:5]=[CH:6][CH:7]=1.[H-].[Na+].[CH2:13]1[O:15][C@H:14]1[CH2:16]OS(C1C=C([N+]([O-])=O)C=CC=1)(=O)=O.[OH-].[Na+].